This data is from Full USPTO retrosynthesis dataset with 1.9M reactions from patents (1976-2016). The task is: Predict the reactants needed to synthesize the given product. (1) Given the product [NH2:3][C:2]1[N:19]([C:16]2[CH:17]=[CH:18][C:13]([O:12][CH2:10][CH3:11])=[CH:14][CH:15]=2)[C:20](=[S:21])[NH:22][C:5](=[O:6])[CH:4]=1, predict the reactants needed to synthesize it. The reactants are: Cl.[C:2]([CH2:4][C:5](OCC)=[O:6])#[N:3].[CH2:10]([O:12][C:13]1[CH:18]=[CH:17][C:16]([NH:19][C:20]([NH2:22])=[S:21])=[CH:15][CH:14]=1)[CH3:11].C(=O)(O)[O-].[Na+]. (2) Given the product [CH3:1][S:2]([C:5]1[CH:10]=[CH:9][C:8]([C:11]2[C:12]3[N:13]([N:17]=[C:18]([NH:20][C:26]4[CH:27]=[CH:22][CH:23]=[C:24]([N:28]5[CH2:29][CH2:30][CH:31]([N:34]6[CH2:35][CH2:36][O:37][CH2:38][CH2:39]6)[CH2:32][CH2:33]5)[CH:25]=4)[N:19]=3)[CH:14]=[CH:15][CH:16]=2)=[CH:7][CH:6]=1)(=[O:3])=[O:4], predict the reactants needed to synthesize it. The reactants are: [CH3:1][S:2]([C:5]1[CH:10]=[CH:9][C:8]([C:11]2[C:12]3[N:13]([N:17]=[C:18]([NH2:20])[N:19]=3)[CH:14]=[CH:15][CH:16]=2)=[CH:7][CH:6]=1)(=[O:4])=[O:3].Br[C:22]1[CH:23]=[C:24]([N:28]2[CH2:33][CH2:32][CH:31]([N:34]3[CH2:39][CH2:38][O:37][CH2:36][CH2:35]3)[CH2:30][CH2:29]2)[CH:25]=[CH:26][CH:27]=1.C1(P(C2CCCCC2)C2C=CC=CC=2C2C=CC=CC=2P(C2CCCCC2)C2CCCCC2)CCCCC1. (3) Given the product [Br:1][C:2]1[S:10][C:9]2[C:4](=[N:5][CH:6]=[C:7]([C:12]([NH2:13])=[O:14])[C:8]=2[Cl:11])[CH:3]=1, predict the reactants needed to synthesize it. The reactants are: [Br:1][C:2]1[S:10][C:9]2[C:4](=[N:5][CH:6]=[C:7]([C:12]#[N:13])[C:8]=2[Cl:11])[CH:3]=1.[OH:14]S(O)(=O)=O. (4) The reactants are: [OH:1][CH2:2][C:3]1[CH:4]=[C:5]([C:9]2[CH:10]=[C:11]([C:21](O)=[O:22])[C:12]3[CH:17]=[N:16][N:15]([CH:18]([CH3:20])[CH3:19])[C:13]=3[N:14]=2)[CH:6]=[CH:7][CH:8]=1.[NH2:24][CH2:25][C:26]1[C:27](=[O:34])[NH:28][C:29]([CH3:33])=[CH:30][C:31]=1[CH3:32].C1CN([P+](ON2N=NC3C=CC=CC2=3)(N2CCCC2)N2CCCC2)CC1.F[P-](F)(F)(F)(F)F.C([O-])(O)=O.[Na+]. Given the product [CH3:32][C:31]1[CH:30]=[C:29]([CH3:33])[NH:28][C:27](=[O:34])[C:26]=1[CH2:25][NH:24][C:21]([C:11]1[C:12]2[CH:17]=[N:16][N:15]([CH:18]([CH3:20])[CH3:19])[C:13]=2[N:14]=[C:9]([C:5]2[CH:6]=[CH:7][CH:8]=[C:3]([CH2:2][OH:1])[CH:4]=2)[CH:10]=1)=[O:22], predict the reactants needed to synthesize it. (5) Given the product [CH3:27][C:25]1[N:26]=[C:22]([N:21]2[C@H:19]([CH3:20])[CH2:18][NH:17][C:11]2=[O:12])[S:23][C:24]=1[C:28]([O:30][CH2:31][CH3:32])=[O:29], predict the reactants needed to synthesize it. The reactants are: N[C@@H](C)CNC1SC([C:11](OCC)=[O:12])=C(C)N=1.[NH2:17][CH2:18][C@H:19]([NH:21][C:22]1[S:23][C:24]([C:28]([O:30][CH2:31][CH3:32])=[O:29])=[C:25]([CH3:27])[N:26]=1)[CH3:20]. (6) Given the product [F:3][C:4]1[CH:5]=[N:6][C:7]([NH:15][CH2:16][CH2:17][O:18][C:19]2[CH:20]=[CH:21][C:22]([F:25])=[CH:23][CH:24]=2)=[C:8]([CH:14]=1)[C:9]([OH:11])=[O:10], predict the reactants needed to synthesize it. The reactants are: [OH-].[Li+].[F:3][C:4]1[CH:5]=[N:6][C:7]([NH:15][CH2:16][CH2:17][O:18][C:19]2[CH:24]=[CH:23][C:22]([F:25])=[CH:21][CH:20]=2)=[C:8]([CH:14]=1)[C:9]([O:11]CC)=[O:10]. (7) The reactants are: [OH-].[K+].[O:3]1[C:7]2[CH:8]=[CH:9][C:10]([CH:12]=O)=[CH:11][C:6]=2[O:5][CH2:4]1.[CH2:14]([O:18][C:19]1[CH:24]=[CH:23][CH:22]=[CH:21][C:20]=1[C:25](=[O:27])[CH3:26])[CH:15]([CH3:17])[CH3:16].Cl. Given the product [O:3]1[C:7]2[CH:8]=[CH:9][C:10](/[CH:12]=[CH:26]/[C:25]([C:20]3[CH:21]=[CH:22][CH:23]=[CH:24][C:19]=3[O:18][CH2:14][CH:15]([CH3:17])[CH3:16])=[O:27])=[CH:11][C:6]=2[O:5][CH2:4]1, predict the reactants needed to synthesize it.